From a dataset of Forward reaction prediction with 1.9M reactions from USPTO patents (1976-2016). Predict the product of the given reaction. (1) Given the reactants Cl[C:2]([C:4]1[CH:9]=[CH:8][C:7]([CH2:10][CH2:11][CH2:12][C:13]([CH3:19])([CH3:18])[C:14]([O:16][CH3:17])=[O:15])=[CH:6][CH:5]=1)=[O:3].[Cl:20][C:21]1[CH:26]=[CH:25][C:24]([N:27]([C@H:31]2[C:40]3[C:35](=[CH:36][CH:37]=[CH:38][CH:39]=3)[NH:34][C@@H:33]([CH3:41])[CH2:32]2)[C:28](=[O:30])[CH3:29])=[CH:23][CH:22]=1.C(N(C(C)C)CC)(C)C, predict the reaction product. The product is: [CH3:17][O:16][C:14](=[O:15])[C:13]([CH3:19])([CH3:18])[CH2:12][CH2:11][CH2:10][C:7]1[CH:8]=[CH:9][C:4]([C:2]([N:34]2[C:35]3[C:40](=[CH:39][CH:38]=[CH:37][CH:36]=3)[C@H:31]([N:27]([C:28](=[O:30])[CH3:29])[C:24]3[CH:23]=[CH:22][C:21]([Cl:20])=[CH:26][CH:25]=3)[CH2:32][C@@H:33]2[CH3:41])=[O:3])=[CH:5][CH:6]=1. (2) Given the reactants C[O:2][C:3](=[O:26])[CH2:4][C:5]1[CH:6]=[C:7]([C:13]2[CH:18]=[CH:17][C:16]([C:19]([F:22])([F:21])[F:20])=[CH:15][C:14]=2[CH2:23][NH:24][CH3:25])[C:8]([O:11][CH3:12])=[CH:9][CH:10]=1.Cl[C:28]([O:30][CH2:31][C:32]1[CH:37]=[CH:36][CH:35]=[CH:34][CH:33]=1)=[O:29], predict the reaction product. The product is: [CH2:31]([O:30][C:28]([N:24]([CH2:23][C:14]1[CH:15]=[C:16]([C:19]([F:20])([F:22])[F:21])[CH:17]=[CH:18][C:13]=1[C:7]1[C:8]([O:11][CH3:12])=[CH:9][CH:10]=[C:5]([CH2:4][C:3]([OH:2])=[O:26])[CH:6]=1)[CH3:25])=[O:29])[C:32]1[CH:37]=[CH:36][CH:35]=[CH:34][CH:33]=1. (3) Given the reactants C(Cl)CCl.[CH3:5][NH:6][CH2:7][C:8]1[NH:9][C:10]2[C:15]([C:16]=1[CH3:17])=[CH:14][CH:13]=[CH:12][CH:11]=2.Cl.[NH:19]1[C:25]2[N:26]=[CH:27][C:28](/[CH:30]=[CH:31]/[C:32](O)=[O:33])=[CH:29][C:24]=2[CH2:23][O:22][CH2:21][CH2:20]1.C1C=CC2N(O)N=NC=2C=1.O.CCN(C(C)C)C(C)C, predict the reaction product. The product is: [CH3:5][N:6]([CH2:7][C:8]1[NH:9][C:10]2[C:15]([C:16]=1[CH3:17])=[CH:14][CH:13]=[CH:12][CH:11]=2)[C:32](=[O:33])/[CH:31]=[CH:30]/[C:28]1[CH:27]=[N:26][C:25]2[NH:19][CH2:20][CH2:21][O:22][CH2:23][C:24]=2[CH:29]=1. (4) Given the reactants [F:1][C:2]1[CH:7]=[C:6]([C:8]([F:11])([F:10])[F:9])[CH:5]=[CH:4][C:3]=1[C:12]1[C:13]2[CH2:20][CH2:19][CH:18]([CH2:21][C:22]([N:24]([CH3:26])[CH3:25])=[O:23])[C:14]=2[CH:15]=[N:16][CH:17]=1.N1CC[CH2:28]1, predict the reaction product. The product is: [N:24]1([C:22](=[O:23])[CH2:21][CH:18]2[C:14]3[CH:15]=[N:16][CH:17]=[C:12]([C:3]4[CH:4]=[CH:5][C:6]([C:8]([F:11])([F:9])[F:10])=[CH:7][C:2]=4[F:1])[C:13]=3[CH2:20][CH2:19]2)[CH2:25][CH2:28][CH2:26]1. (5) Given the reactants [CH2:1]([O:8][C:9]1[C:17]2[N:16]=[C:15]([CH3:18])[N:14]([S:19]([C:22]3[CH:27]=[CH:26][C:25]([CH3:28])=[CH:24][CH:23]=3)(=[O:21])=[O:20])[C:13]=2[CH:12]=[C:11](Br)[CH:10]=1)[C:2]1[CH:7]=[CH:6][CH:5]=[CH:4][CH:3]=1.[O:30]1[CH2:34]CCC1.[CH3:35][NH:36][CH3:37], predict the reaction product. The product is: [CH2:1]([O:8][C:9]1[C:17]2[N:16]=[C:15]([CH3:18])[N:14]([S:19]([C:22]3[CH:27]=[CH:26][C:25]([CH3:28])=[CH:24][CH:23]=3)(=[O:21])=[O:20])[C:13]=2[CH:12]=[C:11]([C:34]([N:36]([CH3:37])[CH3:35])=[O:30])[CH:10]=1)[C:2]1[CH:7]=[CH:6][CH:5]=[CH:4][CH:3]=1. (6) Given the reactants [N+:1]([C:4]1[CH:9]=[CH:8][C:7]([N:10]2[CH2:13][CH:12]([OH:14])[CH2:11]2)=[CH:6][CH:5]=1)([O-:3])=[O:2].[CH3:15][S:16](Cl)(=[O:18])=[O:17].O, predict the reaction product. The product is: [N+:1]([C:4]1[CH:5]=[CH:6][C:7]([N:10]2[CH2:11][CH:12]([O:14][S:16]([CH3:15])(=[O:18])=[O:17])[CH2:13]2)=[CH:8][CH:9]=1)([O-:3])=[O:2].